This data is from Reaction yield outcomes from USPTO patents with 853,638 reactions. The task is: Predict the reaction yield, written as a fraction of the theoretical maximum amount of product (1.0 means a 100% yield; for example, 0.34 means a 34% yield). (1) The reactants are [OH:1][C:2]1[CH:10]=[C:9]([OH:11])[CH:8]=[CH:7][C:3]=1[C:4]([OH:6])=[O:5].C(=O)([O-])[O-].[K+].[K+].[C:18](Cl)(=[O:22])[C:19]([CH3:21])=[O:20].Cl. The catalyst is CC(C)=O. The product is [OH:11][C:9]1[CH:8]=[CH:7][C:3]([C:4]([OH:6])=[O:5])=[C:2]([O:1][C:18](=[O:22])[C:19](=[O:20])[CH3:21])[CH:10]=1. The yield is 0.502. (2) The reactants are [O:1]1[CH2:5][CH2:4][C@H:3]([OH:6])[CH2:2]1.O[C:8]1[CH:17]=[CH:16][C:11]([C:12]([O:14][CH3:15])=[O:13])=[CH:10][C:9]=1[O:18][CH3:19].C1(P(C2C=CC=CC=2)C2C=CC=CC=2)C=CC=CC=1.CC(OC(/N=N/C(OC(C)C)=O)=O)C. The catalyst is C1COCC1. The product is [CH3:19][O:18][C:9]1[CH:10]=[C:11]([CH:16]=[CH:17][C:8]=1[O:6][C@@H:3]1[CH2:4][CH2:5][O:1][CH2:2]1)[C:12]([O:14][CH3:15])=[O:13]. The yield is 0.840. (3) The reactants are I[C:2]1[C:10]2[C:9]([CH3:11])=[N:8][CH:7]=[N:6][C:5]=2[N:4]([C@H:12]2[CH2:28][C@@H:15]3[O:16][CH:17]([C:20]4[CH:25]=[CH:24][C:23]([O:26][CH3:27])=[CH:22][CH:21]=4)[O:18][CH2:19][C@@H:14]3[CH2:13]2)[CH:3]=1.CCN(C(C)C)C(C)C.[C:38]([Si:40]([CH3:43])([CH3:42])[CH3:41])#[CH:39]. The catalyst is CN(C=O)C.[Cu]I.Cl[Pd](Cl)([P](C1C=CC=CC=1)(C1C=CC=CC=1)C1C=CC=CC=1)[P](C1C=CC=CC=1)(C1C=CC=CC=1)C1C=CC=CC=1. The product is [CH3:27][O:26][C:23]1[CH:24]=[CH:25][C:20]([CH:17]2[O:16][C@H:15]3[CH2:28][C@H:12]([N:4]4[C:5]5[N:6]=[CH:7][N:8]=[C:9]([CH3:11])[C:10]=5[C:2]([C:39]#[C:38][Si:40]([CH3:43])([CH3:42])[CH3:41])=[CH:3]4)[CH2:13][C@H:14]3[CH2:19][O:18]2)=[CH:21][CH:22]=1. The yield is 0.990. (4) The reactants are N[C:2]1[CH:7]=[CH:6][C:5]([N:8]([C:13]2[C:32]([CH:33]3[CH2:35][CH2:34]3)=[CH:31][C:16]3[C:17]([C:27]([NH:29][CH3:30])=[O:28])=[C:18]([C:20]4[CH:25]=[CH:24][C:23]([F:26])=[CH:22][CH:21]=4)[O:19][C:15]=3[CH:14]=2)[S:9]([CH3:12])(=[O:11])=[O:10])=[CH:4][C:3]=1[S:36]([CH3:39])(=[O:38])=[O:37].[BrH:40].N([O-])=O.[Na+].S(=O)(O)[O-].[Na+]. The catalyst is C(#N)C.O.[Cu]Br.CCOC(C)=O.CCCCCC.CCOC(C)=O. The product is [Br:40][C:2]1[CH:7]=[CH:6][C:5]([N:8]([C:13]2[C:32]([CH:33]3[CH2:35][CH2:34]3)=[CH:31][C:16]3[C:17]([C:27]([NH:29][CH3:30])=[O:28])=[C:18]([C:20]4[CH:25]=[CH:24][C:23]([F:26])=[CH:22][CH:21]=4)[O:19][C:15]=3[CH:14]=2)[S:9]([CH3:12])(=[O:11])=[O:10])=[CH:4][C:3]=1[S:36]([CH3:39])(=[O:38])=[O:37]. The yield is 0.680. (5) The reactants are [C:1]([OH:9])(=[O:8])[C:2]1[CH:7]=[CH:6][CH:5]=[CH:4][CH:3]=1.[Cl:10][S:11](O)(=[O:13])=[O:12]. No catalyst specified. The product is [Cl:10][S:11]([C:4]1[CH:3]=[C:2]([CH:7]=[CH:6][CH:5]=1)[C:1]([OH:9])=[O:8])(=[O:13])=[O:12]. The yield is 0.850. (6) The reactants are Br[C:2]1[CH:7]=[CH:6][CH:5]=[CH:4][C:3]=1[O:8][CH2:9][CH3:10].[O:11]1[CH2:13][CH2:12]1. The catalyst is C1COCC1. The product is [CH2:9]([O:8][C:3]1[CH:4]=[CH:5][CH:6]=[CH:7][C:2]=1[CH2:13][CH2:12][OH:11])[CH3:10]. The yield is 0.650.